From a dataset of Catalyst prediction with 721,799 reactions and 888 catalyst types from USPTO. Predict which catalyst facilitates the given reaction. (1) Reactant: O=S(Cl)[Cl:3].O[CH2:6][C:7]1[N:12]=[C:11]([C:13]([O:15][CH3:16])=[O:14])[CH:10]=[CH:9][CH:8]=1.C([O-])([O-])=O.[Na+].[Na+]. Product: [Cl:3][CH2:6][C:7]1[N:12]=[C:11]([C:13]([O:15][CH3:16])=[O:14])[CH:10]=[CH:9][CH:8]=1. The catalyst class is: 2. (2) Reactant: [Si:1]([O:8][CH2:9][C:10]1[N:15]=[C:14]([CH3:16])[C:13]([NH:17][C:18](=[O:26])OC2C=CC=CC=2)=[CH:12][CH:11]=1)([C:4]([CH3:7])([CH3:6])[CH3:5])([CH3:3])[CH3:2].C(N(CC)CC)C.Cl.[Cl:35][C:36]1[CH:37]=[C:38]([N:42]2[C:46]([CH2:47][NH2:48])=[CH:45][C:44]([C:49]([F:52])([F:51])[F:50])=[N:43]2)[CH:39]=[CH:40][CH:41]=1. Product: [Si:1]([O:8][CH2:9][C:10]1[N:15]=[C:14]([CH3:16])[C:13]([NH:17][C:18]([NH:48][CH2:47][C:46]2[N:42]([C:38]3[CH:39]=[CH:40][CH:41]=[C:36]([Cl:35])[CH:37]=3)[N:43]=[C:44]([C:49]([F:52])([F:51])[F:50])[CH:45]=2)=[O:26])=[CH:12][CH:11]=1)([C:4]([CH3:5])([CH3:6])[CH3:7])([CH3:2])[CH3:3]. The catalyst class is: 4. (3) Reactant: [Cl:1][S:2]([OH:5])(=O)=[O:3].[CH2:6]([N:8]1[CH2:12][CH2:11][C@@H:10]([N:13]([CH2:20][CH2:21][C:22]2[CH:27]=[CH:26][CH:25]=[C:24]([F:28])[CH:23]=2)[C:14](=[O:19])[C:15]([F:18])([F:17])[F:16])[CH2:9]1)[CH3:7]. Product: [CH2:6]([N:8]1[CH2:12][CH2:11][C@@H:10]([N:13]([CH2:20][CH2:21][C:22]2[CH:23]=[C:24]([F:28])[CH:25]=[CH:26][C:27]=2[S:2]([Cl:1])(=[O:5])=[O:3])[C:14](=[O:19])[C:15]([F:18])([F:16])[F:17])[CH2:9]1)[CH3:7]. The catalyst class is: 2.